This data is from Reaction yield outcomes from USPTO patents with 853,638 reactions. The task is: Predict the reaction yield, written as a fraction of the theoretical maximum amount of product (1.0 means a 100% yield; for example, 0.34 means a 34% yield). (1) The reactants are [N:1]1([C:7]2[CH:12]=[C:11]([C:13]3[N:17]4[CH:18]=[CH:19][CH:20]=[CH:21][C:16]4=[N:15][C:14]=3[CH2:22][OH:23])[CH:10]=[CH:9][N:8]=2)[CH2:6][CH2:5][O:4][CH2:3][CH2:2]1.CN1CCN(C2N=CC(C3N4C=CC=CC4=NC=3C=O)=CC=2)CC1. No catalyst specified. The product is [N:1]1([C:7]2[CH:12]=[C:11]([C:13]3[N:17]4[CH:18]=[CH:19][CH:20]=[CH:21][C:16]4=[N:15][C:14]=3[CH:22]=[O:23])[CH:10]=[CH:9][N:8]=2)[CH2:6][CH2:5][O:4][CH2:3][CH2:2]1. The yield is 0.930. (2) The reactants are [NH2:1][C@H:2]1[CH2:7][CH2:6][C@H:5]([CH2:8][NH:9][C:10](=[O:16])[O:11][C:12]([CH3:15])([CH3:14])[CH3:13])[CH2:4][CH2:3]1.[CH:17]1[N:21]2[C:22]3[C:28]([CH:29]=O)=[CH:27][NH:26][C:23]=3[N:24]=[CH:25][C:20]2=[N:19][N:18]=1.C(O[BH-](OC(=O)C)OC(=O)C)(=O)C.[Na+].C([O-])(O)=O.[Na+].O. The catalyst is O.CN(C=O)C.C1COCC1. The product is [CH:17]1[N:21]2[C:22]3[C:28]([CH2:29][NH:1][C@H:2]4[CH2:7][CH2:6][C@H:5]([CH2:8][NH:9][C:10](=[O:16])[O:11][C:12]([CH3:13])([CH3:15])[CH3:14])[CH2:4][CH2:3]4)=[CH:27][NH:26][C:23]=3[N:24]=[CH:25][C:20]2=[N:19][N:18]=1. The yield is 0.530. (3) The reactants are [CH3:1][O:2][C:3](=[O:28])[C@H:4]([CH2:13][CH2:14][CH2:15][CH2:16][NH:17][C:18](OCC1C=CC=CC=1)=O)[NH:5][C:6]([O:8][C:9]([CH3:12])([CH3:11])[CH3:10])=[O:7].[CH:29](=O)[CH:30](C)[CH3:31].C(N(CC)CC)C.[Br:41][C:42]1[CH:47]=[CH:46][C:45]([S:48](Cl)(=[O:50])=[O:49])=[CH:44][CH:43]=1. The catalyst is CO.[Pd]. The product is [CH3:1][O:2][C:3](=[O:28])[C@H:4]([CH2:13][CH2:14][CH2:15][CH2:16][N:17]([CH2:18][CH:30]([CH3:31])[CH3:29])[S:48]([C:45]1[CH:46]=[CH:47][C:42]([Br:41])=[CH:43][CH:44]=1)(=[O:50])=[O:49])[NH:5][C:6]([O:8][C:9]([CH3:10])([CH3:11])[CH3:12])=[O:7]. The yield is 0.830. (4) The reactants are [Cl:1][C:2]1[CH:7]=[CH:6][N:5]=[C:4]2[N:8]([Si](C(C)C)(C(C)C)C(C)C)[CH:9]=[CH:10][C:3]=12.C([Li])(CC)C.CCCCCC.C1CCCCC1.CN(C)[CH:40]=[O:41].Cl. The catalyst is O1CCCC1.O1CCOCC1.O. The product is [Cl:1][C:2]1[C:7]([CH:40]=[O:41])=[CH:6][N:5]=[C:4]2[NH:8][CH:9]=[CH:10][C:3]=12. The yield is 0.810.